The task is: Regression. Given a peptide amino acid sequence and an MHC pseudo amino acid sequence, predict their binding affinity value. This is MHC class I binding data.. This data is from Peptide-MHC class I binding affinity with 185,985 pairs from IEDB/IMGT. (1) The peptide sequence is LSPPNLAEF. The binding affinity (normalized) is 0.144. The MHC is H-2-Kb with pseudo-sequence H-2-Kb. (2) The peptide sequence is AMEGGTTKA. The MHC is HLA-A02:01 with pseudo-sequence HLA-A02:01. The binding affinity (normalized) is 0.0847. (3) The peptide sequence is HGQANSDLGTW. The MHC is Mamu-B52 with pseudo-sequence Mamu-B52. The binding affinity (normalized) is 0.568. (4) The peptide sequence is DSKGISHFY. The MHC is HLA-A02:01 with pseudo-sequence HLA-A02:01. The binding affinity (normalized) is 0.123. (5) The peptide sequence is EIYKRWII. The MHC is HLA-A33:01 with pseudo-sequence HLA-A33:01. The binding affinity (normalized) is 0.0319. (6) The peptide sequence is WQTDTTIPL. The MHC is BoLA-HD6 with pseudo-sequence BoLA-HD6. The binding affinity (normalized) is 0.479. (7) The peptide sequence is HTNFESFTV. The MHC is HLA-A01:01 with pseudo-sequence HLA-A01:01. The binding affinity (normalized) is 0.437.